This data is from Forward reaction prediction with 1.9M reactions from USPTO patents (1976-2016). The task is: Predict the product of the given reaction. (1) Given the reactants C(=O)(OC(C)(C)C)[O:2][C:3]1[C:4]2[CH:11]=[C:10]([CH2:12][CH2:13][NH:14][C:15]([O:17][C:18]([CH3:21])([CH3:20])[CH3:19])=[O:16])[S:9][C:5]=2[N:6]=[CH:7][N:8]=1.[NH4+].[OH-], predict the reaction product. The product is: [OH:2][C:3]1[C:4]2[CH:11]=[C:10]([CH2:12][CH2:13][NH:14][C:15](=[O:16])[O:17][C:18]([CH3:20])([CH3:19])[CH3:21])[S:9][C:5]=2[N:6]=[CH:7][N:8]=1. (2) Given the reactants [C:1]1([OH:7])[CH:6]=[CH:5][CH:4]=[CH:3][CH:2]=1.Cl[C:9]1[C:18]2[C:13](=[CH:14][C:15]([O:21][CH3:22])=[C:16]([O:19][CH3:20])[CH:17]=2)[CH:12]=[C:11]([NH:23][C:24]2[CH:28]=[C:27]([CH3:29])[NH:26][N:25]=2)[N:10]=1, predict the reaction product. The product is: [CH3:22][O:21][C:15]1[CH:14]=[C:13]2[C:18](=[CH:17][C:16]=1[O:19][CH3:20])[C:9]([O:7][C:1]1[CH:6]=[CH:5][CH:4]=[CH:3][CH:2]=1)=[N:10][C:11]([NH:23][C:24]1[CH:28]=[C:27]([CH3:29])[NH:26][N:25]=1)=[CH:12]2. (3) Given the reactants [N+:1]([C:4]1[CH:12]=[C:11]2[C:7]([CH:8]=[CH:9][NH:10]2)=[CH:6][C:5]=1[C:13]([F:16])([F:15])[F:14])([O-:3])=[O:2].[C:17](Br)([CH3:20])([CH3:19])[CH3:18].CCN(C(C)C)C(C)C, predict the reaction product. The product is: [C:17]([C:8]1[C:7]2[C:11](=[CH:12][C:4]([N+:1]([O-:3])=[O:2])=[C:5]([C:13]([F:16])([F:14])[F:15])[CH:6]=2)[NH:10][CH:9]=1)([CH3:20])([CH3:19])[CH3:18]. (4) Given the reactants [C:1]([C:3]1[CH:4]=[C:5]([N:9]2[C:13]([C:14]3[CH:19]=[CH:18][CH:17]=[C:16]([C:20]#[N:21])[CH:15]=3)=[CH:12][C:11]([C:22]([O:24]CC)=[O:23])=[N:10]2)[CH:6]=[CH:7][CH:8]=1)#[N:2].ClC1C=C(N2C(C3C=C(F)C=C(Cl)C=3)=CC(C(O)=O)=N2)C=CC=1F, predict the reaction product. The product is: [C:1]([C:3]1[CH:4]=[C:5]([N:9]2[C:13]([C:14]3[CH:19]=[CH:18][CH:17]=[C:16]([C:20]#[N:21])[CH:15]=3)=[CH:12][C:11]([C:22]([OH:24])=[O:23])=[N:10]2)[CH:6]=[CH:7][CH:8]=1)#[N:2].